Dataset: Full USPTO retrosynthesis dataset with 1.9M reactions from patents (1976-2016). Task: Predict the reactants needed to synthesize the given product. Given the product [CH3:9][CH:8]=[CH:7][C:1]1[CH:6]=[CH:5][CH:4]=[CH:3][CH:2]=1, predict the reactants needed to synthesize it. The reactants are: [C:1]1([CH:7](O)[CH2:8][CH3:9])[CH:6]=[CH:5][CH:4]=[CH:3][CH:2]=1.CCOCC.